Dataset: Catalyst prediction with 721,799 reactions and 888 catalyst types from USPTO. Task: Predict which catalyst facilitates the given reaction. (1) Reactant: [C:1]1([CH2:7][CH2:8][N:9]2[C:18](=[O:19])[C:17]3[N:16]([CH2:20][CH:21]=[C:22]([CH3:24])[CH3:23])[C:15]([N:25]4[CH2:30][CH2:29][CH2:28][CH:27]([NH:31][C:32]([O:34][C:35]([CH3:38])([CH3:37])[CH3:36])=[O:33])[CH2:26]4)=[N:14][C:13]=3[NH:12][C:10]2=[O:11])[CH:6]=[CH:5][CH:4]=[CH:3][CH:2]=1.[C:39]1(/[CH:45]=[CH:46]/OB(O)O)[CH:44]=[CH:43][CH:42]=[CH:41][CH:40]=1.N1C=CC=CC=1. Product: [C:1]1([CH2:7][CH2:8][N:9]2[C:18](=[O:19])[C:17]3[N:16]([CH2:20][CH:21]=[C:22]([CH3:24])[CH3:23])[C:15]([N:25]4[CH2:30][CH2:29][CH2:28][CH:27]([NH:31][C:32]([O:34][C:35]([CH3:38])([CH3:37])[CH3:36])=[O:33])[CH2:26]4)=[N:14][C:13]=3[N:12](/[CH:46]=[CH:45]/[C:39]3[CH:44]=[CH:43][CH:42]=[CH:41][CH:40]=3)[C:10]2=[O:11])[CH:6]=[CH:5][CH:4]=[CH:3][CH:2]=1. The catalyst class is: 302. (2) Reactant: [C:1]1([S:7]([C:10]2[CH:11]=[C:12]3[C:17](=[CH:18][CH:19]=2)[CH:16](Cl)[CH2:15][CH2:14][CH2:13]3)(=[O:9])=[O:8])[CH:6]=[CH:5][CH:4]=[CH:3][CH:2]=1.[C:21]([O:25][C:26](=[O:32])[N:27]([CH2:29][CH2:30][NH2:31])[CH3:28])([CH3:24])([CH3:23])[CH3:22].[I-].[Na+].C(=O)([O-])[O-].[K+].[K+]. Product: [C:21]([O:25][C:26](=[O:32])[N:27]([CH2:29][CH2:30][NH:31][CH:16]1[C:17]2[C:12](=[CH:11][C:10]([S:7]([C:1]3[CH:6]=[CH:5][CH:4]=[CH:3][CH:2]=3)(=[O:9])=[O:8])=[CH:19][CH:18]=2)[CH2:13][CH2:14][CH2:15]1)[CH3:28])([CH3:24])([CH3:22])[CH3:23]. The catalyst class is: 192.